Dataset: Forward reaction prediction with 1.9M reactions from USPTO patents (1976-2016). Task: Predict the product of the given reaction. (1) Given the reactants C([Li])CCC.[C:6]1([N:12]2[C:20]3[CH:19]=[CH:18][N:17]=[CH:16][C:15]=3[N:14]=[CH:13]2)[CH:11]=[CH:10][CH:9]=[CH:8][CH:7]=1.CN([CH:24]=[O:25])C.Cl.C([O-])(O)=O.[Na+], predict the reaction product. The product is: [C:6]1([N:12]2[C:20]3[CH:19]=[CH:18][N:17]=[CH:16][C:15]=3[N:14]=[C:13]2[CH:24]=[O:25])[CH:7]=[CH:8][CH:9]=[CH:10][CH:11]=1. (2) Given the reactants [CH3:1][O:2][C:3](=[O:30])[CH2:4][C:5]1[CH:10]=[CH:9][CH:8]=[C:7]([O:11][CH2:12][CH2:13][CH2:14][NH:15][CH2:16][CH:17]([C:24]2[CH:29]=[CH:28][CH:27]=[CH:26][CH:25]=2)[C:18]2[CH:23]=[CH:22][CH:21]=[CH:20][CH:19]=2)[CH:6]=1.[F:31][C:32]([F:46])([F:45])[C:33]1[CH:34]=[C:35]([CH:38]=[C:39]([C:41]([F:44])([F:43])[F:42])[CH:40]=1)[CH2:36]Br.C(=O)([O-])[O-].[K+].[K+], predict the reaction product. The product is: [CH3:1][O:2][C:3](=[O:30])[CH2:4][C:5]1[CH:10]=[CH:9][CH:8]=[C:7]([O:11][CH2:12][CH2:13][CH2:14][N:15]([CH2:16][CH:17]([C:24]2[CH:29]=[CH:28][CH:27]=[CH:26][CH:25]=2)[C:18]2[CH:19]=[CH:20][CH:21]=[CH:22][CH:23]=2)[CH2:36][C:35]2[CH:38]=[C:39]([C:41]([F:43])([F:44])[F:42])[CH:40]=[C:33]([C:32]([F:31])([F:45])[F:46])[CH:34]=2)[CH:6]=1. (3) Given the reactants Cl[C:2]1[C:11]2[C:10](=[O:12])O[C:8]([C:13]3[CH:18]=[CH:17][CH:16]=[CH:15][C:14]=3[O:19]C(=O)C)=[N:7][C:6]=2[CH:5]=[CH:4][CH:3]=1.[CH2:23]([NH2:31])[CH2:24][C:25]1[CH:30]=[CH:29][CH:28]=[CH:27][CH:26]=1, predict the reaction product. The product is: [OH:19][C:14]1[CH:15]=[CH:16][CH:17]=[CH:18][C:13]=1[C:8]1[N:31]([CH2:23][CH2:24][C:25]2[CH:30]=[CH:29][CH:28]=[CH:27][CH:26]=2)[C:10](=[O:12])[C:11]2[C:6](=[CH:5][CH:4]=[CH:3][C:2]=2[NH:31][CH2:23][CH2:24][C:25]2[CH:30]=[CH:29][CH:28]=[CH:27][CH:26]=2)[N:7]=1. (4) Given the reactants [C:9](O[C:9]([O:11][C:12]([CH3:15])([CH3:14])[CH3:13])=[O:10])([O:11][C:12]([CH3:15])([CH3:14])[CH3:13])=[O:10].[NH2:16][C@H:17]1[CH2:22][CH2:21][C@H:20]([C:23]([OH:25])=[O:24])[CH2:19][CH2:18]1.[OH-].[Na+], predict the reaction product. The product is: [C:12]([O:11][C:9]([NH:16][C@H:17]1[CH2:22][CH2:21][C@H:20]([C:23]([OH:25])=[O:24])[CH2:19][CH2:18]1)=[O:10])([CH3:13])([CH3:14])[CH3:15]. (5) Given the reactants C(=O)([O-])[O-].[Sr+2:5].[C:6]([OH:15])(=[O:14])[C:7]1[C:8](=[CH:10][CH:11]=[CH:12][CH:13]=1)[OH:9], predict the reaction product. The product is: [C:6]([O-:15])(=[O:14])[C:7]1[C:8](=[CH:10][CH:11]=[CH:12][CH:13]=1)[OH:9].[Sr+2:5].[C:6]([O-:15])(=[O:14])[C:7]1[C:8](=[CH:10][CH:11]=[CH:12][CH:13]=1)[OH:9].